Dataset: Catalyst prediction with 721,799 reactions and 888 catalyst types from USPTO. Task: Predict which catalyst facilitates the given reaction. Reactant: [Br:1][C:2]1[CH:13]=[CH:12][C:5]2[N:6]=[C:7]([CH3:11])O[C:9](=[O:10])[C:4]=2[CH:3]=1.[NH2:14][C:15]1[CH:16]=[C:17]([NH:22][C:23](=[O:34])[C:24]2[CH:29]=[CH:28][CH:27]=[C:26]([C:30]([F:33])([F:32])[F:31])[CH:25]=2)[CH:18]=[CH:19][C:20]=1[CH3:21]. The catalyst class is: 11. Product: [Br:1][C:2]1[CH:3]=[C:4]2[C:5](=[CH:12][CH:13]=1)[N:6]=[C:7]([CH3:11])[N:14]([C:15]1[CH:16]=[C:17]([NH:22][C:23](=[O:34])[C:24]3[CH:29]=[CH:28][CH:27]=[C:26]([C:30]([F:31])([F:32])[F:33])[CH:25]=3)[CH:18]=[CH:19][C:20]=1[CH3:21])[C:9]2=[O:10].